From a dataset of Forward reaction prediction with 1.9M reactions from USPTO patents (1976-2016). Predict the product of the given reaction. (1) The product is: [Br:1][C:2]1[C:7]([CH3:8])=[CH:6][CH:5]=[CH:4][C:3]=1[CH:9]([OH:11])[C:10]([O:40][CH3:41])=[O:35]. Given the reactants [Br:1][C:2]1[C:7]([CH3:8])=[CH:6][CH:5]=[CH:4][C:3]=1[C:9](=[O:11])[CH3:10].[Se](=O)=O.FC(F)(F)S([O-])(=O)=O.[Yb+3].FC(F)(F)S([O-])(=O)=O.FC(F)(F)S([O-])(=O)=[O:35].[O:40]1CCOC[CH2:41]1, predict the reaction product. (2) Given the reactants BrC(Br)C.[F:5][C:6]1[CH:13]=[CH:12][CH:11]=[C:10]([F:14])[C:7]=1[CH2:8]Br.O1C=CC=C1P(C1OC=CC=1)C1OC=CC=1.[CH3:31][C:32]([C:34]1[CH:39]=[CH:38][CH:37]=[C:36](I)[CH:35]=1)=[O:33], predict the reaction product. The product is: [F:5][C:6]1[CH:13]=[CH:12][CH:11]=[C:10]([F:14])[C:7]=1[CH2:8][C:36]1[CH:35]=[C:34]([C:32](=[O:33])[CH3:31])[CH:39]=[CH:38][CH:37]=1.